This data is from Full USPTO retrosynthesis dataset with 1.9M reactions from patents (1976-2016). The task is: Predict the reactants needed to synthesize the given product. (1) Given the product [Cl:1][C:2]1[C:16]([C:17]2[NH:21][C:20](=[O:22])[N:19]([C:23]3[CH:24]=[CH:25][C:26]([Cl:29])=[CH:27][CH:28]=3)[N:18]=2)=[CH:15][C:5]([CH2:6][NH:7][C:8](=[O:14])[C:9]([CH3:13])([CH3:12])[CH2:10][F:37])=[C:4]([F:30])[CH:3]=1, predict the reactants needed to synthesize it. The reactants are: [Cl:1][C:2]1[C:16]([C:17]2[NH:21][C:20](=[O:22])[N:19]([C:23]3[CH:28]=[CH:27][C:26]([Cl:29])=[CH:25][CH:24]=3)[N:18]=2)=[CH:15][C:5]([CH2:6][NH:7][C:8](=[O:14])[C:9]([CH3:13])([CH3:12])[CH2:10]O)=[C:4]([F:30])[CH:3]=1.CCN(S(F)(F)[F:37])CC. (2) Given the product [Cl:15][C:8]1[N:9]=[C:10]2[N:11]=[C:2]([Cl:1])[CH:3]=[CH:4][C:5]2=[N:6][CH:7]=1, predict the reactants needed to synthesize it. The reactants are: [Cl:1][C:2]1[CH:3]=[CH:4][C:5]2[N:6]=[CH:7][C:8](=O)[NH:9][C:10]=2[N:11]=1.O=P(Cl)(Cl)[Cl:15]. (3) Given the product [CH2:1]([N:3]([CH:24]1[CH2:25][CH2:26][O:27][CH2:28][CH2:29]1)[C:4]1[C:5]([CH3:23])=[C:6]([CH:11]=[C:12]([C:31]2[CH:36]=[N:35][C:34]([CH2:37][N:38]3[CH2:39][CH2:40][CH:41]([OH:44])[CH2:42][CH2:43]3)=[CH:33][CH:32]=2)[CH:13]=1)[C:7]([O:9][CH3:10])=[O:8])[CH3:2], predict the reactants needed to synthesize it. The reactants are: [CH2:1]([N:3]([CH:24]1[CH2:29][CH2:28][O:27][CH2:26][CH2:25]1)[C:4]1[C:5]([CH3:23])=[C:6]([CH:11]=[C:12](B2OC(C)(C)C(C)(C)O2)[CH:13]=1)[C:7]([O:9][CH3:10])=[O:8])[CH3:2].Br[C:31]1[CH:32]=[CH:33][C:34]([CH2:37][N:38]2[CH2:43][CH2:42][CH:41]([OH:44])[CH2:40][CH2:39]2)=[N:35][CH:36]=1.C(=O)([O-])[O-].[Na+].[Na+]. (4) Given the product [Cl:12][CH2:8][C:3]1[C:2]([F:1])=[CH:6][N:5]([CH3:7])[N:4]=1, predict the reactants needed to synthesize it. The reactants are: [F:1][C:2]1[C:3]([CH2:8]O)=[N:4][N:5]([CH3:7])[CH:6]=1.S(Cl)([Cl:12])=O. (5) The reactants are: [CH3:1][C:2]1[CH:11]=[CH:10][C:9]2[C:4](=[CH:5][C:6]3[CH2:23][C@:13]4([C:21]5[C:16](=[N:17][CH:18]=[CH:19][CH:20]=5)[NH:15][C:14]4=[O:22])[CH2:12][C:7]=3[CH:8]=2)[N:3]=1.[Se](=O)=[O:25]. Given the product [O:22]=[C:14]1[NH:15][C:16]2=[N:17][CH:18]=[CH:19][CH:20]=[C:21]2[C@:13]21[CH2:12][C:7]1[CH:8]=[C:9]3[C:4](=[CH:5][C:6]=1[CH2:23]2)[N:3]=[C:2]([CH:1]=[O:25])[CH:11]=[CH:10]3, predict the reactants needed to synthesize it. (6) Given the product [F:12][C:13]1[CH:18]=[CH:17][CH:16]=[CH:15][C:14]=1[NH:19][C:20]1[O:24][C:23]([C:25]([NH:27][C:28]2[CH:29]=[N:30][C:31]([N:34]3[CH2:39][CH2:38][N:37]([C:41](=[O:42])[CH2:40][OH:43])[CH2:36][CH2:35]3)=[CH:32][CH:33]=2)=[O:26])=[N:22][N:21]=1, predict the reactants needed to synthesize it. The reactants are: CCN=C=NCCCN(C)C.[F:12][C:13]1[CH:18]=[CH:17][CH:16]=[CH:15][C:14]=1[NH:19][C:20]1[O:24][C:23]([C:25]([NH:27][C:28]2[CH:29]=[N:30][C:31]([N:34]3[CH2:39][CH2:38][NH:37][CH2:36][CH2:35]3)=[CH:32][CH:33]=2)=[O:26])=[N:22][N:21]=1.[C:40](O)(=[O:43])[CH2:41][OH:42].C1C=CC2N(O)N=NC=2C=1.